This data is from Full USPTO retrosynthesis dataset with 1.9M reactions from patents (1976-2016). The task is: Predict the reactants needed to synthesize the given product. Given the product [CH3:16][N:17]1[CH2:22][CH2:21][N:20]([C:2]2[CH:7]=[CH:6][C:5]([N+:8]([O-:10])=[O:9])=[CH:4][C:3]=2[C:11]2[O:12][CH:13]=[CH:14][N:15]=2)[CH2:19][CH2:18]1, predict the reactants needed to synthesize it. The reactants are: Cl[C:2]1[CH:7]=[CH:6][C:5]([N+:8]([O-:10])=[O:9])=[CH:4][C:3]=1[C:11]1[O:12][CH:13]=[CH:14][N:15]=1.[CH3:16][N:17]1[CH2:22][CH2:21][NH:20][CH2:19][CH2:18]1.